This data is from Experimentally validated miRNA-target interactions with 360,000+ pairs, plus equal number of negative samples. The task is: Binary Classification. Given a miRNA mature sequence and a target amino acid sequence, predict their likelihood of interaction. (1) The miRNA is hsa-miR-3180-5p with sequence CUUCCAGACGCUCCGCCCCACGUCG. The protein sequence of the target gene is MVAATVAAAWLLLWAAACAQQEQDFYDFKAVNIRGKLVSLEKYRGSVSLVVNVASECGFTDQHYRALQQLQRDLGPHHFNVLAFPCNQFGQQEPDSNKEIESFARRTYSVSFPMFSKIAVTGTGAHPAFKYLAQTSGKEPTWNFWKYLVAPDGKVVGAWDPTVSVEEVRPQITALVRKLILLKREDL. Result: 0 (no interaction). (2) The miRNA is hsa-miR-3149 with sequence UUUGUAUGGAUAUGUGUGUGUAU. The protein sequence of the target gene is MCCAVSEQRLTCADQMMPFGKISQQLCGVKKLPWSCDSRYFWGWLNAVFNKVDYDRIRDVGPDRAASEWLLRCGAMVRYHGQERWQKDYNHLPTGPLDKYKIQAIDATDSCIMSIGFDHMEGLEHVEKIRLCKCHYIEDDCLLRLSQLENLQKTILEMEIISCGNITDKGIIALRHLRNLKYLLLSDLPGVREKENLVQAFKTALPSLELKLQLK. Result: 1 (interaction). (3) The miRNA is hsa-miR-548ay-3p with sequence CAAAACCGCGAUUACUCUUGCA. The protein sequence of the target gene is MLPGVGVFGTSLTARVIIPLLKDEGFAVKALWGRTQEEAEELAKEMSVPFYTSRIDEVLLHQDVDLVCINLPPPLTRQIAVKTLGIGKNVICDRTATPLDAFRMMSAAHYYPKLMSIMGNVLRFLPAFVRMKQLIEEGYVGELLVCEVQVHSGSLLGKKYNWSCDDLMGGGGLHSVGTYIIDLLTFLTGQKAVKVHGLLKTFVKQTDHIKGIRQITSDDFCTFQMVLEGGVCCTVTLNFNVPGEFKQDVTVVGSAGRLLAVGTDLYGQRNSAPEQELLLQDTTSVSNSLLPEKAFSDIPS.... Result: 0 (no interaction). (4) The miRNA is mmu-miR-504-5p with sequence AGACCCUGGUCUGCACUCUAUC. The protein sequence of the target gene is MDDDDFGGFEAAETFDGGSGETQTTSPAIPWAAFPAVSGVHLSPSSPEIVLDRDHSSSIGCLSSDAIISSPENTHAANSIVSQTIPKAQIQQSTHTHLDISLFPLGLTDEKSNGTIALVDDSEDPGANVSNIQLQQKISSLEIKLKVSEEEKQRIKQDVESLMEKHNVLEKGFLKEKEQEAISFQDRYKELQEKHKQELEDMRKAGHEALSIIVDEYKALLQSSVKQQVEAIEKQYISAIEKQAHKCEELLNAQHQRLLEMLDTEKELLKEKIKEALIQQSQEQKEILEKCLEEERQRNK.... Result: 0 (no interaction). (5) The miRNA is hsa-miR-3692-5p with sequence CCUGCUGGUCAGGAGUGGAUACUG. The protein sequence of the target gene is MAPTWSPSVVSVVGPVGLFLVLLARGCLAEEPPRFIREPKDQIGVSGGVASFVCQATGDPKPRVTWNKKGKKVNSQRFETIDFDESSGAVLRIQPLRTPRDENVYECVAQNSVGEITIHAKLTVLREDQLPPGFPNIDMGPQLKVVERTRTATMLCAASGNPDPEITWFKDFLPVDPSASNGRIKQLRSGALQIESSEETDQGKYECVATNSAGVRYSSPANLYVRVRRVAPRFSILPMSHEIMPGGNVNITCVAVGSPMPYVKWMQGAEDLTPEDDMPVGRNVLELTDVKDSANYTCVA.... Result: 0 (no interaction). (6) The miRNA is mmu-miR-3101-5p with sequence GGUACCAUUGACUAAAGCUAG. The protein sequence of the target gene is MIEDKGPRVADYFVVAGLTDVSKPLEEEIHFNDACHKVAKPKEPITDVSVIIKSLGEEVPQDYICIDVTPTGLSADLNNGSLVGPQIYLCYRRGRDKPPLTDLGVLYDWKERLKQGCEIIQSTPYGRPANISGSTSSQRIYITYRRASENMTQNTLAVTDICIIIPSKGESPPHTFCKVDKNLNNSMWGSAVYLCYKKSVAKTNTVSYKAGLICRYPQEDYESFSLPESVPLFCLPMGATIECWPSNSKYPLPVFSTFVLTGASAEKVYGAAIQFYEPYSEENLTEKQRLLLGLTSADGK.... Result: 0 (no interaction). (7) The miRNA is mmu-miR-30e-5p with sequence UGUAAACAUCCUUGACUGGAAG. The protein sequence of the target gene is MVQKESQAALEERESERNANPAAASGASLEQSVAPAPGEDNPSGAGAAAVVGAAGGARRFLCGVVEGFYGRPWVMEQRKELFRRLQKWELNTYLYAPKDDYKHRMFWREMYSVEEAEQLMTLISAAREYEIEFIYAISPGLDITFSNPKEVSTLKRKLDQVSQFGCRSFALLFDDIDHNMCAADKEVFSSFAHAQVSITNEIYQYLGEPETFLFCPTEYCGTFCYPNVSQSPYLRTVGEKLLPGIEVLWTGPKVVSKEIPVESIEEVSKIIKRAPVIWDNIHANDYDQKRLFLGPYKGRS.... Result: 1 (interaction). (8) The miRNA is mmu-miR-466m-5p with sequence UGUGUGCAUGUGCAUGUGUGUAU. The protein sequence of the target gene is MMLSAVLRRTTPAPRLFLGLIKSPSLQSRGGAYGRGVVTGDRGEPQRLRAAAWVRPGASSTFVPGRGAATWGRRGERTEIPYLTAASSERGPSPEETLPGQDSWNGVPNKTGLGMWALAMALVVQCYSKNPSNKDAALMEAARANNVQEVRRLLSEGADVNARHKLGWTALMVASISHNESVVQVLLAAGADPNLGDEFSSVYKTANEQGVHSLEVLVTREDDFNNRLNHRASFKGCTALHYAVLADDYSIVKELLDRGANPLQRNEMGHTPLDYAREGEVMKLLKTSETKYMEKQRKRE.... Result: 0 (no interaction).